Dataset: Peptide-MHC class I binding affinity with 185,985 pairs from IEDB/IMGT. Task: Regression. Given a peptide amino acid sequence and an MHC pseudo amino acid sequence, predict their binding affinity value. This is MHC class I binding data. (1) The peptide sequence is RPEFVKLTM. The MHC is HLA-B53:01 with pseudo-sequence HLA-B53:01. The binding affinity (normalized) is 0.213. (2) The peptide sequence is KQIRSAAKK. The MHC is HLA-A68:01 with pseudo-sequence HLA-A68:01. The binding affinity (normalized) is 0.335. (3) The peptide sequence is WQDGGWQSV. The MHC is HLA-B27:03 with pseudo-sequence HLA-B27:03. The binding affinity (normalized) is 0.0847. (4) The binding affinity (normalized) is 0.790. The peptide sequence is SWPVQCPLDH. The MHC is HLA-A31:01 with pseudo-sequence HLA-A31:01. (5) The peptide sequence is RRRWRRLTV. The MHC is HLA-B18:01 with pseudo-sequence HLA-B18:01. The binding affinity (normalized) is 0.